Dataset: Catalyst prediction with 721,799 reactions and 888 catalyst types from USPTO. Task: Predict which catalyst facilitates the given reaction. (1) The catalyst class is: 2. Reactant: Cl.Cl.Cl.[F:4][CH2:5][CH2:6][C:7]1([N:11]2[CH:15]=[C:14]([C:16]3[N:21]4[CH:22]=[CH:23][N:24]=[C:20]4[CH:19]=[C:18]([C:25]4[CH:26]=[N:27][N:28]([CH3:30])[CH:29]=4)[N:17]=3)[CH:13]=[N:12]2)[CH2:10][NH:9][CH2:8]1.C(N(C(C)C)C(C)C)C.FC(F)(F)S(O[CH2:46][C:47]([F:50])([F:49])[F:48])(=O)=O. Product: [F:4][CH2:5][CH2:6][C:7]1([N:11]2[CH:15]=[C:14]([C:16]3[N:21]4[CH:22]=[CH:23][N:24]=[C:20]4[CH:19]=[C:18]([C:25]4[CH:26]=[N:27][N:28]([CH3:30])[CH:29]=4)[N:17]=3)[CH:13]=[N:12]2)[CH2:8][N:9]([CH2:46][C:47]([F:50])([F:49])[F:48])[CH2:10]1. (2) Reactant: C(=O)([O-])[O-].[K+].[K+].[Cl:7][C:8]1[CH:13]=[CH:12][C:11]([OH:14])=[CH:10][CH:9]=1.Br[CH2:16][C:17]#[CH:18]. Product: [CH2:18]([O:14][C:11]1[CH:12]=[CH:13][C:8]([Cl:7])=[CH:9][CH:10]=1)[C:17]#[CH:16]. The catalyst class is: 21. (3) Reactant: [C:1]([N:8]1[CH:12]=[CH:11][N:10]=[CH:9]1)(N1C=CN=C1)=[S:2].N[C:14]1C=NC=C[C:19]=1[N:20]1[CH2:25][C@H:24]([CH3:26])[C@@H:23]([O:27][Si:28]([C:31]([CH3:34])([CH3:33])[CH3:32])([CH3:30])[CH3:29])[C@H:22]([NH:35][C:36](=[O:42])[O:37][C:38]([CH3:41])([CH3:40])[CH3:39])[CH2:21]1. Product: [Si:28]([O:27][C@@H:23]1[C@@H:24]([CH3:26])[CH2:25][N:20]([C:19]2[CH:14]=[CH:9][N:10]=[CH:11][C:12]=2[N:8]=[C:1]=[S:2])[CH2:21][C@H:22]1[NH:35][C:36](=[O:42])[O:37][C:38]([CH3:41])([CH3:40])[CH3:39])([C:31]([CH3:34])([CH3:32])[CH3:33])([CH3:30])[CH3:29]. The catalyst class is: 49. (4) Reactant: Br[CH2:2][CH:3]([CH3:5])[CH3:4].[Br:6][C:7]1[CH:12]=[CH:11][C:10]([C@@H:13]([NH:15][S:16]([CH2:19][C:20]2[CH:25]=[CH:24][CH:23]=[CH:22][CH:21]=2)(=[O:18])=[O:17])[CH3:14])=[CH:9][CH:8]=1.C([O-])([O-])=O.[K+].[K+]. Product: [Br:6][C:7]1[CH:12]=[CH:11][C:10]([C@@H:13]([N:15]([CH2:2][CH:3]([CH3:5])[CH3:4])[S:16]([CH2:19][C:20]2[CH:21]=[CH:22][CH:23]=[CH:24][CH:25]=2)(=[O:18])=[O:17])[CH3:14])=[CH:9][CH:8]=1. The catalyst class is: 23. (5) Reactant: C([O:8][C:9]1[CH:14]=[CH:13][C:12]([C:15]2[N:23]([CH2:24][O:25][CH2:26][CH2:27][Si:28]([CH3:31])([CH3:30])[CH3:29])[C:22]3[C:21](=[O:32])[N:20]([CH2:33][CH2:34][CH3:35])[C:19]([C:36]4[CH:41]=[CH:40][CH:39]=[C:38]([C:42]([F:45])([F:44])[F:43])[CH:37]=4)=[N:18][C:17]=3[N:16]=2)=[CH:11][CH:10]=1)C1C=CC=CC=1.O.C([O-])=O.[NH4+]. Product: [OH:8][C:9]1[CH:10]=[CH:11][C:12]([C:15]2[N:23]([CH2:24][O:25][CH2:26][CH2:27][Si:28]([CH3:31])([CH3:30])[CH3:29])[C:22]3[C:21](=[O:32])[N:20]([CH2:33][CH2:34][CH3:35])[C:19]([C:36]4[CH:41]=[CH:40][CH:39]=[C:38]([C:42]([F:45])([F:44])[F:43])[CH:37]=4)=[N:18][C:17]=3[N:16]=2)=[CH:13][CH:14]=1. The catalyst class is: 394.